From a dataset of Catalyst prediction with 721,799 reactions and 888 catalyst types from USPTO. Predict which catalyst facilitates the given reaction. (1) Reactant: [H-].[Al+3].[Li+].[H-].[H-].[H-].[CH3:7][C:8]1[N:9]=[C:10]([C:18]2[CH:23]=[CH:22][C:21]([C:24]([F:27])([F:26])[F:25])=[CH:20][CH:19]=2)[S:11][C:12]=1[C:13](OCC)=[O:14]. Product: [CH3:7][C:8]1[N:9]=[C:10]([C:18]2[CH:19]=[CH:20][C:21]([C:24]([F:27])([F:25])[F:26])=[CH:22][CH:23]=2)[S:11][C:12]=1[CH2:13][OH:14]. The catalyst class is: 7. (2) Reactant: [F:1][C:2]1[CH:10]=[C:9]2[C:5]([CH:6]=[CH:7][NH:8]2)=[CH:4][CH:3]=1.[N+:11]([CH:14]=[CH2:15])([O-:13])=[O:12]. Product: [N+:11]([CH2:14][CH2:15][C:6]1[C:5]2[C:9](=[CH:10][C:2]([F:1])=[CH:3][CH:4]=2)[NH:8][CH:7]=1)([O-:13])=[O:12]. The catalyst class is: 48. (3) Reactant: [O:1]1[CH2:6][CH2:5][CH:4]([CH2:7][N:8]2[CH:12]=[CH:11][C:10]([C:13]([OH:15])=O)=[N:9]2)[CH2:3][CH2:2]1.CN(C(ON1N=NC2C=CC=NC1=2)=[N+](C)C)C.F[P-](F)(F)(F)(F)F.[NH:40]1[C:48]2[C:43](=[C:44]([C:49]3[CH:50]=[C:51]([NH2:64])[C:52]4[C:56]([CH:57]=3)=[N:55][N:54](C3CCCCO3)[CH:53]=4)[CH:45]=[CH:46][CH:47]=2)[CH:42]=[CH:41]1.CCN(C(C)C)C(C)C. Product: [NH:40]1[C:48]2[C:43](=[C:44]([C:49]3[CH:57]=[C:56]4[C:52]([CH:53]=[N:54][NH:55]4)=[C:51]([NH:64][C:13]([C:10]4[CH:11]=[CH:12][N:8]([CH2:7][CH:4]5[CH2:3][CH2:2][O:1][CH2:6][CH2:5]5)[N:9]=4)=[O:15])[CH:50]=3)[CH:45]=[CH:46][CH:47]=2)[CH:42]=[CH:41]1. The catalyst class is: 3. (4) Reactant: [CH3:1][O:2][C:3]1[CH:12]=[C:11]([O:13][CH3:14])[CH:10]=[C:9]2[C:4]=1[CH:5]=[C:6]([C:19]([OH:21])=[O:20])[CH:7]([C:15]([F:18])([F:17])[F:16])[O:8]2.[Cl:22]Cl. Product: [Cl:22][C:12]1[C:3]([O:2][CH3:1])=[C:4]2[C:9](=[CH:10][C:11]=1[O:13][CH3:14])[O:8][CH:7]([C:15]([F:16])([F:17])[F:18])[C:6]([C:19]([OH:21])=[O:20])=[CH:5]2. The catalyst class is: 183. (5) Reactant: [CH3:1][C:2]1[CH:3]=[C:4]([OH:12])[C:5]2[C:10]([CH:11]=1)=[CH:9][CH:8]=[CH:7][CH:6]=2.Cl[CH:14](Cl)[O:15]C.O. Product: [OH:12][C:4]1[C:5]2[C:10](=[CH:9][CH:8]=[CH:7][CH:6]=2)[C:11]([CH:14]=[O:15])=[C:2]([CH3:1])[CH:3]=1. The catalyst class is: 528. (6) Reactant: [CH2:1]([N:4]1[CH2:9][CH2:8][O:7][CH2:6][CH2:5]1)[C:2]#[CH:3].C([Mg]Cl)(C)C.CON(C)[C:18](=[O:20])[CH3:19].[NH4+].[Cl-]. Product: [N:4]1([CH2:1][C:2]#[C:3][C:18](=[O:20])[CH3:19])[CH2:9][CH2:8][O:7][CH2:6][CH2:5]1. The catalyst class is: 1.